This data is from NCI-60 drug combinations with 297,098 pairs across 59 cell lines. The task is: Regression. Given two drug SMILES strings and cell line genomic features, predict the synergy score measuring deviation from expected non-interaction effect. Drug 1: CC12CCC3C(C1CCC2=O)CC(=C)C4=CC(=O)C=CC34C. Drug 2: C1CN(CCN1C(=O)CCBr)C(=O)CCBr. Cell line: KM12. Synergy scores: CSS=63.6, Synergy_ZIP=-6.74, Synergy_Bliss=-7.02, Synergy_Loewe=-1.44, Synergy_HSA=0.596.